This data is from Full USPTO retrosynthesis dataset with 1.9M reactions from patents (1976-2016). The task is: Predict the reactants needed to synthesize the given product. (1) Given the product [Cl:1][C:2]1[N:7]=[CH:6][C:5]([C:8]2([CH2:14][NH2:15])[CH2:13][CH2:12][CH2:11][CH2:10][CH2:9]2)=[CH:4][CH:3]=1, predict the reactants needed to synthesize it. The reactants are: [Cl:1][C:2]1[N:7]=[CH:6][C:5]([C:8]2([C:14]#[N:15])[CH2:13][CH2:12][CH2:11][CH2:10][CH2:9]2)=[CH:4][CH:3]=1.Cl. (2) Given the product [C:1]([C:5]1[N:10]=[C:9]([N:11]2[CH2:16][CH2:15][N:14]([CH2:17][CH2:18][CH2:19][CH2:20][NH:21][C:31]([N:41]3[CH2:42][CH2:43][N:38]([C:44]4[N:45]=[CH:46][CH:47]=[CH:48][N:49]=4)[CH2:39][CH2:40]3)=[O:32])[CH2:13][CH2:12]2)[CH:8]=[C:7]([C:22]([F:24])([F:25])[F:23])[N:6]=1)([CH3:4])([CH3:2])[CH3:3], predict the reactants needed to synthesize it. The reactants are: [C:1]([C:5]1[N:10]=[C:9]([N:11]2[CH2:16][CH2:15][N:14]([CH2:17][CH2:18][CH2:19][CH2:20][NH2:21])[CH2:13][CH2:12]2)[CH:8]=[C:7]([C:22]([F:25])([F:24])[F:23])[N:6]=1)([CH3:4])([CH3:3])[CH3:2].C1N=CN([C:31](N2C=NC=C2)=[O:32])C=1.[N:38]1([C:44]2[N:49]=[CH:48][CH:47]=[CH:46][N:45]=2)[CH2:43][CH2:42][NH:41][CH2:40][CH2:39]1. (3) Given the product [CH3:14][N:15]1[CH:19]=[C:18]([C:20]2[N:25]=[N:24][C:23]([N:26]3[CH2:31][CH2:30][CH:29]([N:9]4[C:10]5[C:6](=[CH:5][CH:4]=[C:3]([C:2]([F:1])([F:12])[F:13])[CH:11]=5)[CH2:7][CH2:8]4)[CH2:28][CH2:27]3)=[CH:22][CH:21]=2)[CH:17]=[N:16]1, predict the reactants needed to synthesize it. The reactants are: [F:1][C:2]([F:13])([F:12])[C:3]1[CH:11]=[C:10]2[C:6]([CH2:7][CH2:8][NH:9]2)=[CH:5][CH:4]=1.[CH3:14][N:15]1[CH:19]=[C:18]([C:20]2[N:25]=[N:24][C:23]([N:26]3[CH2:31][CH2:30][C:29](=O)[CH2:28][CH2:27]3)=[CH:22][CH:21]=2)[CH:17]=[N:16]1.